Task: Regression. Given two drug SMILES strings and cell line genomic features, predict the synergy score measuring deviation from expected non-interaction effect.. Dataset: NCI-60 drug combinations with 297,098 pairs across 59 cell lines (1) Drug 1: CC12CCC3C(C1CCC2O)C(CC4=C3C=CC(=C4)O)CCCCCCCCCS(=O)CCCC(C(F)(F)F)(F)F. Drug 2: C1C(C(OC1N2C=NC(=NC2=O)N)CO)O. Cell line: SF-295. Synergy scores: CSS=3.17, Synergy_ZIP=2.47, Synergy_Bliss=4.55, Synergy_Loewe=1.79, Synergy_HSA=1.10. (2) Drug 1: C1=NC2=C(N=C(N=C2N1C3C(C(C(O3)CO)O)O)F)N. Drug 2: C1=NNC2=C1C(=O)NC=N2. Cell line: HL-60(TB). Synergy scores: CSS=62.6, Synergy_ZIP=-1.71, Synergy_Bliss=-2.06, Synergy_Loewe=-23.0, Synergy_HSA=-1.93.